From a dataset of Reaction yield outcomes from USPTO patents with 853,638 reactions. Predict the reaction yield, written as a fraction of the theoretical maximum amount of product (1.0 means a 100% yield; for example, 0.34 means a 34% yield). (1) The reactants are [Br:1][C:2]1[CH:8]=[CH:7][C:5]([NH2:6])=[CH:4][CH:3]=1.[C:9]([C:13]1[CH:20]=[CH:19][C:16]([CH:17]=O)=[CH:15][CH:14]=1)([CH3:12])([CH3:11])[CH3:10].C(O)(=O)C.[C-:25]#[N:26].[K+]. The catalyst is C1COCC1.O. The product is [Br:1][C:2]1[CH:8]=[CH:7][C:5]([NH:6][CH:17]([C:16]2[CH:19]=[CH:20][C:13]([C:9]([CH3:12])([CH3:11])[CH3:10])=[CH:14][CH:15]=2)[C:25]#[N:26])=[CH:4][CH:3]=1. The yield is 0.770. (2) The reactants are [C:1]1([N:7]=[C:8]=S)[CH:6]=[CH:5][CH:4]=[CH:3][CH:2]=1.[NH:10]([C:12]1[N:17]([CH2:18][CH:19]([CH3:21])[CH3:20])[C:16](=[O:22])[N:15]([CH3:23])[C:14](=[O:24])[CH:13]=1)[NH2:11]. The catalyst is CN(C=O)C. The product is [CH2:18]([N:17]1[C:12]2=[N:10][NH:11][C:8]([NH:7][C:1]3[CH:6]=[CH:5][CH:4]=[CH:3][CH:2]=3)=[C:13]2[C:14](=[O:24])[N:15]([CH3:23])[C:16]1=[O:22])[CH:19]([CH3:21])[CH3:20]. The yield is 0.410. (3) The reactants are [O:1]=[C:2]1[C:6]2([CH2:11][CH2:10][NH:9][CH2:8][CH2:7]2)[N:5]([C:12]2[CH:17]=[CH:16][CH:15]=[CH:14][CH:13]=2)[CH2:4][N:3]1[CH2:18][C:19]1[CH:20]=[C:21]([CH:29]=[CH:30][CH:31]=1)[C:22]([O:24][C:25]([CH3:28])([CH3:27])[CH3:26])=[O:23].Cl[CH2:33][CH2:34][CH2:35][N:36]1[C:44]2[C:39](=[CH:40][CH:41]=[CH:42][CH:43]=2)[C:38]2([CH2:46][CH2:45]2)[C:37]1=[O:47].[I-].[Na+].C(=O)([O-])[O-].[K+].[K+]. The catalyst is CC(=O)CC.CO.ClCCl. The product is [O:1]=[C:2]1[C:6]2([CH2:11][CH2:10][N:9]([CH2:33][CH2:34][CH2:35][N:36]3[C:44]4[C:39](=[CH:40][CH:41]=[CH:42][CH:43]=4)[C:38]4([CH2:46][CH2:45]4)[C:37]3=[O:47])[CH2:8][CH2:7]2)[N:5]([C:12]2[CH:13]=[CH:14][CH:15]=[CH:16][CH:17]=2)[CH2:4][N:3]1[CH2:18][C:19]1[CH:20]=[C:21]([CH:29]=[CH:30][CH:31]=1)[C:22]([O:24][C:25]([CH3:28])([CH3:26])[CH3:27])=[O:23]. The yield is 0.720. (4) The reactants are Cl[C:2]1[CH:3]=[CH:4][C:5]2[N:6]([CH2:20][C:21]([O-:23])=[O:22])[CH2:7][N:8]3[C:16]4[CH:15]=[CH:14][CH:13]=[C:12]([F:17])[C:11]=4[CH:10]=[C:9]3[C:18]=2[N:19]=1.[F:24][C:25]1[CH:30]=[CH:29][C:28]([C:31]2[O:32][C:33]3[CH:43]=[C:42]([N:44]([CH3:49])[S:45]([CH3:48])(=[O:47])=[O:46])[C:41](B4OC(C)(C)C(C)(C)O4)=[CH:40][C:34]=3[C:35]=2[C:36]([NH:38][CH3:39])=[O:37])=[CH:27][CH:26]=1.[C:59]([O-])([O-])=O.[Cs+].[Cs+].C(OCC)(=O)C. The catalyst is O1CCOCC1.O.C(Cl)Cl.[Pd](Cl)Cl.C(P(C(C)(C)C)[C-]1C=CC=C1)(C)(C)C.[C-]1(P(C(C)(C)C)C(C)(C)C)C=CC=C1.[Fe+2]. The product is [F:17][C:12]1[C:11]2[CH:10]=[C:9]3[C:18]4[N:19]=[C:2]([C:41]5[C:42]([N:44]([CH3:49])[S:45]([CH3:48])(=[O:47])=[O:46])=[CH:43][C:33]6[O:32][C:31]([C:28]7[CH:29]=[CH:30][C:25]([F:24])=[CH:26][CH:27]=7)=[C:35]([C:36](=[O:37])[NH:38][CH3:39])[C:34]=6[CH:40]=5)[CH:3]=[CH:4][C:5]=4[N:6]([CH2:20][C:21]([O:23][CH3:59])=[O:22])[CH2:7][N:8]3[C:16]=2[CH:15]=[CH:14][CH:13]=1. The yield is 0.330. (5) The reactants are [H-].[Na+].[Si:3]([O:10][CH:11]1[C:15]([CH3:17])([CH3:16])[CH2:14][NH:13][C:12]1=[O:18])([C:6]([CH3:9])([CH3:8])[CH3:7])([CH3:5])[CH3:4].Cl[C:20]([O:22][CH2:23][C:24]1[CH:29]=[CH:28][CH:27]=[CH:26][CH:25]=1)=[O:21].Cl. The catalyst is O1CCCC1.[Cl-].[Na+].ClCCl. The product is [Si:3]([O:10][CH:11]1[C:15]([CH3:17])([CH3:16])[CH2:14][N:13]([C:20]([O:22][CH2:23][C:24]2[CH:29]=[CH:28][CH:27]=[CH:26][CH:25]=2)=[O:21])[C:12]1=[O:18])([C:6]([CH3:9])([CH3:8])[CH3:7])([CH3:5])[CH3:4]. The yield is 0.940.